Dataset: NCI-60 drug combinations with 297,098 pairs across 59 cell lines. Task: Regression. Given two drug SMILES strings and cell line genomic features, predict the synergy score measuring deviation from expected non-interaction effect. Drug 1: CN(C)N=NC1=C(NC=N1)C(=O)N. Drug 2: CC12CCC3C(C1CCC2OP(=O)(O)O)CCC4=C3C=CC(=C4)OC(=O)N(CCCl)CCCl.[Na+]. Cell line: SF-268. Synergy scores: CSS=-12.3, Synergy_ZIP=1.41, Synergy_Bliss=-4.41, Synergy_Loewe=-12.0, Synergy_HSA=-9.74.